From a dataset of Forward reaction prediction with 1.9M reactions from USPTO patents (1976-2016). Predict the product of the given reaction. (1) Given the reactants Cl.[NH2:2][CH:3]1[CH2:8][CH2:7][CH2:6][CH2:5][CH:4]1[C:9]([O:11][CH2:12][CH3:13])=[O:10].[CH2:14]([S:16](Cl)(=[O:18])=[O:17])[CH3:15], predict the reaction product. The product is: [CH2:14]([S:16]([NH:2][C@@H:3]1[CH2:8][CH2:7][CH2:6][CH2:5][C@H:4]1[C:9]([O:11][CH2:12][CH3:13])=[O:10])(=[O:18])=[O:17])[CH3:15]. (2) Given the reactants C1(C)C=CC=CC=1.[NH2:8][C:9]1[CH:10]=[C:11]2[C:16](=[CH:17][CH:18]=1)[O:15][CH:14]([CH2:19][C:20]([O:22][CH2:23][CH3:24])=[O:21])[CH2:13][CH2:12]2.[C:25](Cl)(=[O:27])[CH3:26], predict the reaction product. The product is: [C:25]([NH:8][C:9]1[CH:10]=[C:11]2[C:16](=[CH:17][CH:18]=1)[O:15][CH:14]([CH2:19][C:20]([O:22][CH2:23][CH3:24])=[O:21])[CH2:13][CH2:12]2)(=[O:27])[CH3:26]. (3) Given the reactants [CH3:1][O:2][C:3]1[C:9]([O:10][CH3:11])=[CH:8][CH:7]=[CH:6][C:4]=1[NH2:5].C(O[CH:15]=[C:16]([C:22]([O:24][CH2:25][CH3:26])=[O:23])[C:17]([O:19][CH2:20][CH3:21])=[O:18])C, predict the reaction product. The product is: [CH3:1][O:2][C:3]1[C:9]([O:10][CH3:11])=[CH:8][CH:7]=[CH:6][C:4]=1[NH:5][CH:15]=[C:16]([C:17]([O:19][CH2:20][CH3:21])=[O:18])[C:22]([O:24][CH2:25][CH3:26])=[O:23]. (4) Given the reactants [Si]([O:8][CH:9]1[CH2:29][CH2:28][C:12]2([NH:17][C:16]3[CH:18]=[C:19]([C:21]4[CH:22]=[N:23][NH:24][C:25]=4[CH3:26])[S:20][C:15]=3[C:14](=[O:27])[NH:13]2)[CH2:11][CH2:10]1)(C(C)(C)C)(C)C.[F-].C([N+](CCCC)(CCCC)CCCC)CCC, predict the reaction product. The product is: [OH:8][CH:9]1[CH2:29][CH2:28][C:12]2([NH:17][C:16]3[CH:18]=[C:19]([C:21]4[CH:22]=[N:23][NH:24][C:25]=4[CH3:26])[S:20][C:15]=3[C:14](=[O:27])[NH:13]2)[CH2:11][CH2:10]1. (5) Given the reactants C[Al](C)C.[NH2:5][C:6]1[N:11]=[CH:10][C:9]([O:12][CH3:13])=[CH:8][N:7]=1.[C:14]([NH:17]/[C:18](/[CH2:39][CH2:40][CH2:41][CH3:42])=[C:19](/[CH2:24][C:25]1[CH:26]=[N:27][C:28]([C:31]2[CH:36]=[CH:35][CH:34]=[CH:33][C:32]=2[C:37]#[N:38])=[CH:29][CH:30]=1)\[C:20](OC)=[O:21])(=O)[CH3:15].[Cl-].[NH4+], predict the reaction product. The product is: [CH2:39]([C:18]1[N:17]=[C:14]([CH3:15])[N:5]([C:6]2[N:11]=[CH:10][C:9]([O:12][CH3:13])=[CH:8][N:7]=2)[C:20](=[O:21])[C:19]=1[CH2:24][C:25]1[CH:30]=[CH:29][C:28]([C:31]2[CH:36]=[CH:35][CH:34]=[CH:33][C:32]=2[C:37]#[N:38])=[N:27][CH:26]=1)[CH2:40][CH2:41][CH3:42]. (6) Given the reactants [F:1][C:2]1([F:36])[CH2:7][CH2:6][N:5]([C:8]2[S:9][C:10]([C:22]3[CH:27]=[CH:26][C:25]([N:28]4[CH2:33][CH2:32][S:31](=[O:35])(=[O:34])[CH2:30][CH2:29]4)=[CH:24][CH:23]=3)=[C:11]([C@@H:13]3[CH2:18][CH2:17][CH2:16][CH2:15][C@H:14]3[C:19]([OH:21])=O)[N:12]=2)[CH2:4][CH2:3]1.Cl.[NH2:38][C:39]1([C:42]#[N:43])[CH2:41][CH2:40]1.CCN(C(C)C)C(C)C.CN(C(ON1N=NC2C=CC=NC1=2)=[N+](C)C)C.F[P-](F)(F)(F)(F)F, predict the reaction product. The product is: [C:42]([C:39]1([NH:38][C:19]([C@@H:14]2[CH2:15][CH2:16][CH2:17][CH2:18][C@H:13]2[C:11]2[N:12]=[C:8]([N:5]3[CH2:6][CH2:7][C:2]([F:36])([F:1])[CH2:3][CH2:4]3)[S:9][C:10]=2[C:22]2[CH:23]=[CH:24][C:25]([N:28]3[CH2:29][CH2:30][S:31](=[O:34])(=[O:35])[CH2:32][CH2:33]3)=[CH:26][CH:27]=2)=[O:21])[CH2:41][CH2:40]1)#[N:43]. (7) The product is: [CH:11]1([CH2:14][O:15][C:2]2[N:7]=[CH:6][C:5]([C:8]([OH:10])=[O:9])=[CH:4][CH:3]=2)[CH2:13][CH2:12]1. Given the reactants Cl[C:2]1[N:7]=[CH:6][C:5]([C:8]([OH:10])=[O:9])=[CH:4][CH:3]=1.[CH:11]1([CH2:14][OH:15])[CH2:13][CH2:12]1.[OH-].[K+].Cl, predict the reaction product. (8) The product is: [S:1](=[O:3])(=[O:2])([OH:5])[O-:4].[OH:6][NH+:7]1[C:12]([CH3:13])([CH3:14])[CH2:11][CH:10]([NH:15][C:16](=[O:18])[CH3:17])[CH2:9][C:8]1([CH3:20])[CH3:19]. Given the reactants [S:1](=[O:5])(=[O:4])([OH:3])[OH:2].[OH:6][N:7]1[C:12]([CH3:14])([CH3:13])[CH2:11][CH:10]([NH:15][C:16](=[O:18])[CH3:17])[CH2:9][C:8]1([CH3:20])[CH3:19], predict the reaction product. (9) Given the reactants CC(C)([O-])C.[K+].[C:7]([CH2:9][C:10]([O:12][C:13]([CH3:16])([CH3:15])[CH3:14])=[O:11])#[N:8].Cl[C:18]1[CH:23]=[C:22](C#N)[CH:21]=[CH:20][C:19]=1[N+:26]([O-:28])=[O:27].[N:29]1C=CC=C[CH:30]=1, predict the reaction product. The product is: [C:7]([CH:9]([C:20]1[CH:21]=[CH:22][C:23]([C:30]#[N:29])=[CH:18][C:19]=1[N+:26]([O-:28])=[O:27])[C:10]([O:12][C:13]([CH3:16])([CH3:15])[CH3:14])=[O:11])#[N:8]. (10) Given the reactants Br[C:2]1[C:3]([NH2:11])=[CH:4][C:5]2[O:9][CH2:8][O:7][C:6]=2[CH:10]=1.[C:12]1(B(O)O)[CH2:17][CH2:16][CH2:15][CH2:14][CH:13]=1, predict the reaction product. The product is: [C:12]1([C:2]2[C:3]([NH2:11])=[CH:4][C:5]3[O:9][CH2:8][O:7][C:6]=3[CH:10]=2)[CH2:17][CH2:16][CH2:15][CH2:14][CH:13]=1.